From a dataset of Catalyst prediction with 721,799 reactions and 888 catalyst types from USPTO. Predict which catalyst facilitates the given reaction. (1) Reactant: Cl.[CH3:2][N:3]([C@H:10]([C:14]1[CH:19]=[CH:18][CH:17]=[CH:16][CH:15]=1)[C:11]([OH:13])=[O:12])[C:4]1[CH:9]=[CH:8][CH:7]=[CH:6][CH:5]=1.C1C=CC2N(O)N=NC=2C=1.C1CCC(N=C=NC2CCCCC2)CC1.[N:45]12[CH2:52][CH2:51][CH:48]([CH2:49][CH2:50]1)[C@@H:47](O)[CH2:46]2. Product: [N:45]12[CH2:52][CH2:51][CH:48]([CH2:49][CH2:50]1)[C@@H:47]([O:12][C:11](=[O:13])[CH:10]([N:3]([CH3:2])[C:4]1[CH:5]=[CH:6][CH:7]=[CH:8][CH:9]=1)[C:14]1[CH:19]=[CH:18][CH:17]=[CH:16][CH:15]=1)[CH2:46]2. The catalyst class is: 12. (2) Reactant: [O:1]=[C:2]1[NH:11][C:10]2[C:5](=[CH:6][CH:7]=[CH:8][CH:9]=2)[NH:4][CH:3]1[CH2:12][C:13]([OH:15])=O.C(N(CC)CC)C.ClC(OCC)=O.[CH2:29]([NH2:37])[CH2:30][C:31]1[CH:36]=[CH:35][CH:34]=[CH:33][CH:32]=1. Product: [O:1]=[C:2]1[NH:11][C:10]2[C:5](=[CH:6][CH:7]=[CH:8][CH:9]=2)[NH:4][CH:3]1[CH2:12][C:13]([NH:37][CH2:29][CH2:30][C:31]1[CH:36]=[CH:35][CH:34]=[CH:33][CH:32]=1)=[O:15]. The catalyst class is: 1. (3) Reactant: Cl.[NH2:2][C@H:3]1[C@@H:8]2[CH2:9][CH2:10][CH2:11][C@H:4]1[C@@H:5]([C:12]1[CH:17]=[CH:16][C:15]([OH:18])=[CH:14][CH:13]=1)[CH2:6][CH2:7]2.[C:19](O[C:19]([O:21][C:22]([CH3:25])([CH3:24])[CH3:23])=[O:20])([O:21][C:22]([CH3:25])([CH3:24])[CH3:23])=[O:20].CCN(CC)CC. Product: [OH:18][C:15]1[CH:14]=[CH:13][C:12]([C@H:5]2[CH2:6][CH2:7][C@@H:8]3[C@H:3]([NH:2][C:19](=[O:20])[O:21][C:22]([CH3:25])([CH3:24])[CH3:23])[C@H:4]2[CH2:11][CH2:10][CH2:9]3)=[CH:17][CH:16]=1. The catalyst class is: 49. (4) The catalyst class is: 15. Product: [CH3:1][O:2][C:3]1[CH:4]=[C:5]([NH:15][C:16]2[N:20]=[C:19]3[N:21]=[CH:31][C:28]([C:29]#[N:30])=[C:26]([C:25]4[CH:24]=[C:23]([CH3:22])[CH:37]=[CH:36][CH:35]=4)[N:18]3[N:17]=2)[CH:6]=[CH:7][C:8]=1[N:9]1[CH:13]=[C:12]([CH3:14])[N:11]=[CH:10]1. Reactant: [CH3:1][O:2][C:3]1[CH:4]=[C:5]([NH:15][C:16]2[N:20]=[C:19]([NH2:21])[NH:18][N:17]=2)[CH:6]=[CH:7][C:8]=1[N:9]1[CH:13]=[C:12]([CH3:14])[N:11]=[CH:10]1.[CH3:22][C:23]1[CH:24]=[C:25]([CH:35]=[CH:36][CH:37]=1)[C:26](/[C:28](=[CH:31]/N(C)C)/[C:29]#[N:30])=O. (5) Reactant: Cl[C:2]1[C:3]2[CH:10]=[CH:9][N:8]([CH2:11][C:12]3[N:16]([C:17]4[CH:22]=[CH:21][CH:20]=[CH:19][CH:18]=4)[C:15]4[CH:23]=[CH:24][CH:25]=[CH:26][C:14]=4[N:13]=3)[C:4]=2[N:5]=[CH:6][N:7]=1.[NH4+:27].[OH-]. Product: [C:17]1([N:16]2[C:15]3[CH:23]=[CH:24][CH:25]=[CH:26][C:14]=3[N:13]=[C:12]2[CH2:11][N:8]2[C:4]3[N:5]=[CH:6][N:7]=[C:2]([NH2:27])[C:3]=3[CH:10]=[CH:9]2)[CH:18]=[CH:19][CH:20]=[CH:21][CH:22]=1. The catalyst class is: 5. (6) Reactant: Br[C:2]1[CH:3]=[C:4]([CH:28]=[CH:29][C:30]=1[O:31][CH3:32])[CH2:5][C@H:6]1[C@H:14]2[C@@H:10]([N:11]([CH2:16][C:17]3[CH:22]=[CH:21][CH:20]=[C:19]([CH:23]4[CH2:25][CH2:24]4)[CH:18]=3)[C:12](=[O:15])[O:13]2)[CH2:9][S:8](=[O:27])(=[O:26])[CH2:7]1.[CH3:33][C:34]1([CH3:41])[C:38]([CH3:40])([CH3:39])[O:37][BH:36][O:35]1.C1COCC1.CCN(CC)CC. Product: [CH:23]1([C:19]2[CH:18]=[C:17]([CH:22]=[CH:21][CH:20]=2)[CH2:16][N:11]2[C@@H:10]3[C@H:14]([C@H:6]([CH2:5][C:4]4[CH:28]=[CH:29][C:30]([O:31][CH3:32])=[C:2]([B:36]5[O:37][C:38]([CH3:40])([CH3:39])[C:34]([CH3:41])([CH3:33])[O:35]5)[CH:3]=4)[CH2:7][S:8](=[O:27])(=[O:26])[CH2:9]3)[O:13][C:12]2=[O:15])[CH2:25][CH2:24]1. The catalyst class is: 225. (7) Reactant: [C:1]([O:5][C:6]([N:8]1[CH2:12][CH2:11][CH2:10][CH:9]1[C:13]1[NH:14][C:15]([C:18]2[CH:23]=[CH:22][C:21]([C:24]3[S:25][C:26](Br)=[CH:27][CH:28]=3)=[CH:20][CH:19]=2)=[CH:16][N:17]=1)=[O:7])([CH3:4])([CH3:3])[CH3:2].[B:30]1([B:30]2[O:34][C:33]([CH3:36])([CH3:35])[C:32]([CH3:38])([CH3:37])[O:31]2)[O:34][C:33]([CH3:36])([CH3:35])[C:32]([CH3:38])([CH3:37])[O:31]1.C([O-])(=O)C.[K+]. Product: [C:1]([O:5][C:6]([N:8]1[CH2:12][CH2:11][CH2:10][CH:9]1[C:13]1[NH:14][C:15]([C:18]2[CH:23]=[CH:22][C:21]([C:24]3[S:25][C:26]([B:30]4[O:34][C:33]([CH3:36])([CH3:35])[C:32]([CH3:38])([CH3:37])[O:31]4)=[CH:27][CH:28]=3)=[CH:20][CH:19]=2)=[CH:16][N:17]=1)=[O:7])([CH3:4])([CH3:3])[CH3:2]. The catalyst class is: 660. (8) Reactant: [CH3:1][C:2]1[CH:7]=[C:6]([C:8]2[CH:13]=[CH:12][C:11]([NH:14][C:15]([NH:17][C:18]3([C:28]4[CH:33]=[CH:32][CH:31]=[CH:30][CH:29]=4)[CH2:27][CH2:26][C:21]4(OCC[O:22]4)[CH2:20][CH2:19]3)=[O:16])=[CH:10][CH:9]=2)[CH:5]=[CH:4][N:3]=1.O.C1(C)C=CC(S(O)(=O)=O)=CC=1.C([O-])([O-])=O.[Na+].[Na+]. Product: [CH3:1][C:2]1[CH:7]=[C:6]([C:8]2[CH:9]=[CH:10][C:11]([NH:14][C:15]([NH:17][C:18]3([C:28]4[CH:33]=[CH:32][CH:31]=[CH:30][CH:29]=4)[CH2:27][CH2:26][C:21](=[O:22])[CH2:20][CH2:19]3)=[O:16])=[CH:12][CH:13]=2)[CH:5]=[CH:4][N:3]=1. The catalyst class is: 692.